Dataset: Forward reaction prediction with 1.9M reactions from USPTO patents (1976-2016). Task: Predict the product of the given reaction. (1) Given the reactants [NH2:1][C:2]1[S:3][CH:4]=[C:5]([CH2:7][C:8]([O:10][CH2:11][CH3:12])=[O:9])[N:6]=1.[Cl:13][C:14]1[CH:22]=[C:21]([F:23])[C:20]([S:24](Cl)(=[O:26])=[O:25])=[CH:19][C:15]=1[C:16]([OH:18])=[O:17], predict the reaction product. The product is: [Cl:13][C:14]1[CH:22]=[C:21]([F:23])[C:20]([S:24]([NH:1][C:2]2[S:3][CH:4]=[C:5]([CH2:7][C:8]([O:10][CH2:11][CH3:12])=[O:9])[N:6]=2)(=[O:26])=[O:25])=[CH:19][C:15]=1[C:16]([OH:18])=[O:17]. (2) Given the reactants [C:1]([O:5][C:6]([N:8]([CH2:12][C:13]1[CH:14]=[C:15]([CH2:20][C:21]([OH:23])=O)[CH:16]=[CH:17][C:18]=1[Cl:19])[CH:9]1[CH2:11][CH2:10]1)=[O:7])([CH3:4])([CH3:3])[CH3:2].[CH3:24][NH2:25], predict the reaction product. The product is: [C:1]([O:5][C:6](=[O:7])[N:8]([CH2:12][C:13]1[CH:14]=[C:15]([CH2:20][C:21](=[O:23])[NH:25][CH3:24])[CH:16]=[CH:17][C:18]=1[Cl:19])[CH:9]1[CH2:11][CH2:10]1)([CH3:4])([CH3:3])[CH3:2]. (3) The product is: [F:27][C:28]1[CH:34]=[C:33]([F:35])[CH:32]=[CH:31][C:29]=1[NH:30][C:2]1[CH:3]=[CH:4][C:5]2[C:11](=[O:12])[C:10]3[CH:13]=[CH:14][CH:15]=[C:16]([O:17][CH2:18][CH2:19][N:20]4[CH2:25][CH2:24][O:23][CH2:22][CH2:21]4)[C:9]=3[CH2:8][CH2:7][C:6]=2[CH:26]=1. Given the reactants Cl[C:2]1[CH:3]=[CH:4][C:5]2[C:11](=[O:12])[C:10]3[CH:13]=[CH:14][CH:15]=[C:16]([O:17][CH2:18][CH2:19][N:20]4[CH2:25][CH2:24][O:23][CH2:22][CH2:21]4)[C:9]=3[CH2:8][CH2:7][C:6]=2[CH:26]=1.[F:27][C:28]1[CH:34]=[C:33]([F:35])[CH:32]=[CH:31][C:29]=1[NH2:30].P.O(C(C)(C)C)[Na], predict the reaction product.